From a dataset of Full USPTO retrosynthesis dataset with 1.9M reactions from patents (1976-2016). Predict the reactants needed to synthesize the given product. (1) The reactants are: [Cl:1][C:2]1[C:3]([C:11]2[CH:12]=[C:13]([N:17]3[CH:22]=[C:21]([O:23]CC4C=CC(OC)=CC=4)[C:20](=[O:33])[CH:19]=[C:18]3[CH:34]=[O:35])[CH:14]=[CH:15][CH:16]=2)=[C:4]2[CH:10]=[CH:9][NH:8][C:5]2=[N:6][CH:7]=1.[C:36]1([C:42]#[C:43][Mg]Br)[CH:41]=[CH:40][CH:39]=[CH:38][CH:37]=1.O. Given the product [Cl:1][C:2]1[C:3]([C:11]2[CH:12]=[C:13]([N:17]3[CH:22]=[C:21]([OH:23])[C:20](=[O:33])[CH:19]=[C:18]3[CH:34]([OH:35])[C:43]#[C:42][C:36]3[CH:41]=[CH:40][CH:39]=[CH:38][CH:37]=3)[CH:14]=[CH:15][CH:16]=2)=[C:4]2[CH:10]=[CH:9][NH:8][C:5]2=[N:6][CH:7]=1, predict the reactants needed to synthesize it. (2) Given the product [Br:1][C:2]1[CH:3]=[C:4]2[C:9](=[C:10]([Cl:22])[C:11]=1[O:12][CH:13]([CH3:14])[CH3:15])[O:8][C:7]([CH3:16])([CH3:17])[CH2:6][C:5]2=[O:18], predict the reactants needed to synthesize it. The reactants are: [Br:1][C:2]1[CH:3]=[C:4]2[C:9](=[CH:10][C:11]=1[O:12][CH:13]([CH3:15])[CH3:14])[O:8][C:7]([CH3:17])([CH3:16])[CH2:6][C:5]2=[O:18].S(Cl)([Cl:22])(=O)=O. (3) Given the product [F:1][C:2]1[C:7]([F:8])=[CH:6][CH:5]=[CH:4][C:3]=1[C@H:9]1[CH2:14][N:13]2[C:15]([CH2:18][C:19]([F:22])([F:20])[F:21])=[CH:16][N:17]=[C:12]2[C@@H:11]([NH:23][C:42]([C:38]2[CH:39]=[C:40]3[C:35](=[CH:36][CH:37]=2)[CH2:34][C@:26]2([C:27]4[C:28](=[N:29][CH:30]=[CH:31][CH:32]=4)[NH:33][C:25]2=[O:24])[CH2:41]3)=[O:43])[CH2:10]1, predict the reactants needed to synthesize it. The reactants are: [F:1][C:2]1[C:7]([F:8])=[CH:6][CH:5]=[CH:4][C:3]=1[C@H:9]1[CH2:14][N:13]2[C:15]([CH2:18][C:19]([F:22])([F:21])[F:20])=[CH:16][N:17]=[C:12]2[C@@H:11]([NH2:23])[CH2:10]1.[O:24]=[C:25]1[NH:33][C:28]2=[N:29][CH:30]=[CH:31][CH:32]=[C:27]2[C@:26]21[CH2:41][C:40]1[C:35](=[CH:36][CH:37]=[C:38]([C:42](O)=[O:43])[CH:39]=1)[CH2:34]2.ON1C2N=CC=CC=2N=N1.CN1CCOCC1.Cl.CN(C)CCCN=C=NCC.